This data is from Reaction yield outcomes from USPTO patents with 853,638 reactions. The task is: Predict the reaction yield, written as a fraction of the theoretical maximum amount of product (1.0 means a 100% yield; for example, 0.34 means a 34% yield). (1) The product is [CH2:1]([O:5][C:6]1[CH:7]=[CH:8][C:9]([CH2:12][C@H:13]([NH:18][C:19]([C@@H:21](/[CH:35]=[CH:36]/[CH2:37][CH2:38][CH2:39][CH2:40][CH2:41][CH2:42][C:43]([F:51])([F:52])[CH2:44][CH2:45][CH2:46][CH2:47][CH2:48][CH2:49][CH3:50])[C@@:22]([OH:34])([CH2:30][CH2:31][O:32][CH3:33])[C:23]([OH:25])=[O:24])=[O:20])[C:14]([O:16][CH3:17])=[O:15])=[CH:10][CH:11]=1)[CH2:2][CH2:3][CH3:4]. The reactants are [CH2:1]([O:5][C:6]1[CH:11]=[CH:10][C:9]([CH2:12][C@H:13]([NH:18][C:19]([C@@H:21](/[CH:35]=[CH:36]/[CH2:37][CH2:38][CH2:39][CH2:40][CH2:41][CH2:42][C:43]([F:52])([F:51])[CH2:44][CH2:45][CH2:46][CH2:47][CH2:48][CH2:49][CH3:50])[C@@:22]([OH:34])([CH2:30][CH2:31][O:32][CH3:33])[C:23]([O:25]C(C)(C)C)=[O:24])=[O:20])[C:14]([O:16][CH3:17])=[O:15])=[CH:8][CH:7]=1)[CH2:2][CH2:3][CH3:4].FC(F)(F)C(O)=O. The yield is 0.440. The catalyst is ClCCl. (2) The reactants are [I:1][CH2:2][CH2:3][CH2:4][CH2:5][CH2:6][CH2:7][CH2:8][CH2:9][CH2:10][CH2:11]I.[N:13]1[CH:18]=[CH:17][CH:16]=[CH:15][CH:14]=1. No catalyst specified. The product is [I-:1].[I-:1].[CH2:2]([N+:13]1[CH:18]=[CH:17][CH:16]=[CH:15][CH:14]=1)[CH2:3][CH2:4][CH2:5][CH2:6][CH2:7][CH2:8][CH2:9][CH2:10][CH2:11][N+:13]1[CH:18]=[CH:17][CH:16]=[CH:15][CH:14]=1. The yield is 0.900. (3) The reactants are [CH3:1][S:2][CH2:3][CH2:4][O:5][C:6]1[CH:7]=[N:8][C:9]([NH2:12])=[N:10][CH:11]=1.[CH:13]1([CH2:18][N:19]([CH2:30][CH3:31])[C:20]2[C:21]([CH:28]=O)=[N:22][C:23]([O:26][CH3:27])=[CH:24][CH:25]=2)[CH2:17][CH2:16][CH2:15][CH2:14]1.C(O[BH-](OC(=O)C)OC(=O)C)(=O)C.[Na+].O. The catalyst is ClCCCl. The product is [CH:13]1([CH2:18][N:19]([CH2:30][CH3:31])[C:20]2[C:21]([CH2:28][NH:12][C:9]3[N:8]=[CH:7][C:6]([O:5][CH2:4][CH2:3][S:2][CH3:1])=[CH:11][N:10]=3)=[N:22][C:23]([O:26][CH3:27])=[CH:24][CH:25]=2)[CH2:14][CH2:15][CH2:16][CH2:17]1. The yield is 0.670. (4) The reactants are [CH3:1][O:2][C:3]1[CH:4]=[C:5]([CH:8]=[CH:9][C:10]=1[O:11][CH3:12])[CH:6]=[O:7].[Br:13]Br.O. The catalyst is CO. The product is [Br:13][C:8]1[C:5]([CH:6]=[O:7])=[CH:4][C:3]([O:2][CH3:1])=[C:10]([O:11][CH3:12])[CH:9]=1. The yield is 0.980. (5) The reactants are [C:1]([C:5]1[CH:6]=[C:7]2[C:11](=[CH:12][C:13]=1[N+:14]([O-])=O)[NH:10][CH:9]=[CH:8]2)([CH3:4])([CH3:3])[CH3:2]. The catalyst is CO.[Ni]. The product is [C:1]([C:5]1[CH:6]=[C:7]2[C:11](=[CH:12][C:13]=1[NH2:14])[NH:10][CH:9]=[CH:8]2)([CH3:4])([CH3:2])[CH3:3]. The yield is 0.870. (6) The reactants are [Cl:1][C:2]1[C:7]([C:8]2[CH:13]=[CH:12][C:11]([F:14])=[CH:10][CH:9]=2)=[CH:6][C:5]([OH:15])=[C:4]([C:16]2[CH:21]=[CH:20][N:19]=[N:18][CH:17]=2)[CH:3]=1.[Cl:22][C:23]1[C:24](F)=[CH:25][C:26]([F:49])=[C:27]([S:29]([N:32]([CH2:38][C:39]2[CH:44]=[CH:43][C:42]([O:45][CH3:46])=[CH:41][C:40]=2[O:47][CH3:48])[C:33]2[S:34][CH:35]=[N:36][N:37]=2)(=[O:31])=[O:30])[CH:28]=1.C(=O)([O-])[O-].[K+].[K+].O. The catalyst is CS(C)=O. The product is [Cl:22][C:23]1[C:24]([O:15][C:5]2[CH:6]=[C:7]([C:8]3[CH:13]=[CH:12][C:11]([F:14])=[CH:10][CH:9]=3)[C:2]([Cl:1])=[CH:3][C:4]=2[C:16]2[CH:21]=[CH:20][N:19]=[N:18][CH:17]=2)=[CH:25][C:26]([F:49])=[C:27]([S:29]([N:32]([CH2:38][C:39]2[CH:44]=[CH:43][C:42]([O:45][CH3:46])=[CH:41][C:40]=2[O:47][CH3:48])[C:33]2[S:34][CH:35]=[N:36][N:37]=2)(=[O:30])=[O:31])[CH:28]=1. The yield is 0.270. (7) The reactants are [Br:1][C:2]1[CH:7]=[CH:6][C:5](Br)=[CH:4][N:3]=1.C([Li])CCC.CN(C)[CH:16]=[O:17]. The catalyst is C1COCC1.CCOCC. The product is [Br:1][C:2]1[N:3]=[CH:4][C:5]([CH:16]=[O:17])=[CH:6][CH:7]=1. The yield is 0.280. (8) The product is [N+:11]([C:3]1[CH:4]=[CH:5][CH:6]=[C:7]([N+:8]([O-:10])=[O:9])[C:2]=1[CH:29]([OH:33])[CH:30]([CH3:32])[CH3:31])([O-:13])=[O:12]. The yield is 0.300. The reactants are I[C:2]1[C:7]([N+:8]([O-:10])=[O:9])=[CH:6][CH:5]=[CH:4][C:3]=1[N+:11]([O-:13])=[O:12].C(=O)=O.C(O)(C)C.C1([Mg]Br)C=CC=CC=1.[CH:29](=[O:33])[CH:30]([CH3:32])[CH3:31]. The catalyst is O1CCCC1.